This data is from Peptide-MHC class I binding affinity with 185,985 pairs from IEDB/IMGT. The task is: Regression. Given a peptide amino acid sequence and an MHC pseudo amino acid sequence, predict their binding affinity value. This is MHC class I binding data. (1) The binding affinity (normalized) is 0.0847. The peptide sequence is PHDPDFLVL. The MHC is HLA-B35:01 with pseudo-sequence HLA-B35:01. (2) The peptide sequence is PCPKPHRLNH. The MHC is HLA-A31:01 with pseudo-sequence HLA-A31:01. The binding affinity (normalized) is 0. (3) The peptide sequence is LVTGAGSGF. The MHC is HLA-A02:12 with pseudo-sequence HLA-A02:12. The binding affinity (normalized) is 0.0847. (4) The MHC is HLA-A26:01 with pseudo-sequence HLA-A26:01. The peptide sequence is EVPFCSHHF. The binding affinity (normalized) is 0.187. (5) The binding affinity (normalized) is 0.748. The peptide sequence is SMWSFNPET. The MHC is HLA-A02:02 with pseudo-sequence HLA-A02:02. (6) The peptide sequence is MMWATAQAL. The MHC is HLA-C04:01 with pseudo-sequence HLA-C04:01. The binding affinity (normalized) is 0.213. (7) The peptide sequence is LTDAVKVMDL. The MHC is HLA-A02:07 with pseudo-sequence HLA-A02:07. The binding affinity (normalized) is 0.0472.